Dataset: Forward reaction prediction with 1.9M reactions from USPTO patents (1976-2016). Task: Predict the product of the given reaction. (1) Given the reactants [O:1]1[C:5]2([CH2:10][CH2:9][CH:8]([OH:11])[CH2:7][CH2:6]2)[O:4][CH2:3][CH2:2]1.C(N(CC)CC)C.[CH3:19][S:20](Cl)(=[O:22])=[O:21], predict the reaction product. The product is: [CH3:19][S:20]([O:11][CH:8]1[CH2:9][CH2:10][C:5]2([O:4][CH2:3][CH2:2][O:1]2)[CH2:6][CH2:7]1)(=[O:22])=[O:21]. (2) Given the reactants [OH-].[Na+].[C:3]([OH:8])(=[O:7])[C:4]([OH:6])=[O:5].[F:9][C:10]1[CH:11]=[C:12]([CH:48]=[CH:49][CH:50]=1)[CH2:13][O:14][C:15]1[CH:47]=[CH:46][C:18]([O:19][CH:20]2[CH2:25][CH2:24][N:23]([C:26]([O:28][C:29]3[CH:30]=[N:31][CH:32]=[C:33]([N:35]4[CH2:40][CH2:39][CH:38]([C:41]([O:43]CC)=[O:42])[CH2:37][CH2:36]4)[CH:34]=3)=[O:27])[CH2:22][CH2:21]2)=[CH:17][CH:16]=1.Cl, predict the reaction product. The product is: [C:3]([OH:8])(=[O:7])[C:4]([OH:6])=[O:5].[F:9][C:10]1[CH:11]=[C:12]([CH:48]=[CH:49][CH:50]=1)[CH2:13][O:14][C:15]1[CH:16]=[CH:17][C:18]([O:19][CH:20]2[CH2:25][CH2:24][N:23]([C:26]([O:28][C:29]3[CH:34]=[C:33]([N:35]4[CH2:40][CH2:39][CH:38]([C:41]([OH:43])=[O:42])[CH2:37][CH2:36]4)[CH:32]=[N:31][CH:30]=3)=[O:27])[CH2:22][CH2:21]2)=[CH:46][CH:47]=1. (3) Given the reactants [NH2:1][C:2]1[CH:7]=[CH:6][C:5]([C:8]2[CH:13]=[CH:12][C:11]([C:14]([NH:16][C@H:17]([C:21]([O:23][CH3:24])=[O:22])[CH:18]([CH3:20])[CH3:19])=[O:15])=[CH:10][CH:9]=2)=[CH:4][CH:3]=1.C(N(CC)CC)C.[OH-].[Na+].[C:34](Cl)(Cl)=[O:35].[Cl:38][C:39]1[CH:40]=[C:41]2[C:45](=[CH:46][CH:47]=1)[NH:44][CH2:43][CH2:42]2, predict the reaction product. The product is: [Cl:38][C:39]1[CH:40]=[C:41]2[C:45](=[CH:46][CH:47]=1)[N:44]([C:34]([NH:1][C:2]1[CH:3]=[CH:4][C:5]([C:8]3[CH:13]=[CH:12][C:11]([C:14]([NH:16][C@H:17]([C:21]([O:23][CH3:24])=[O:22])[CH:18]([CH3:20])[CH3:19])=[O:15])=[CH:10][CH:9]=3)=[CH:6][CH:7]=1)=[O:35])[CH2:43][CH2:42]2.